From a dataset of Full USPTO retrosynthesis dataset with 1.9M reactions from patents (1976-2016). Predict the reactants needed to synthesize the given product. (1) Given the product [F:31][C:30]([F:33])([F:32])[S:27]([O:1][C:2]1[CH:11]=[CH:10][C:9]2[C:4](=[CH:5][CH:6]=[CH:7][C:8]=2[NH:12][C:13]([O:14][C:15]([CH3:16])([CH3:18])[CH3:17])=[O:19])[CH:3]=1)(=[O:29])=[O:28], predict the reactants needed to synthesize it. The reactants are: [OH:1][C:2]1[CH:11]=[CH:10][C:9]2[C:4](=[CH:5][CH:6]=[CH:7][C:8]=2[NH:12][C:13](=[O:19])[O:14][C:15]([CH3:18])([CH3:17])[CH3:16])[CH:3]=1.C1C=CC(N([S:27]([C:30]([F:33])([F:32])[F:31])(=[O:29])=[O:28])[S:27]([C:30]([F:33])([F:32])[F:31])(=[O:29])=[O:28])=CC=1.CCOC(C)=O. (2) Given the product [C:1]([O:5][C:6](=[O:23])[NH:7][CH:8]1[CH:15]2[CH:11]([CH2:12][NH:13][CH2:14]2)[O:10][CH2:9]1)([CH3:4])([CH3:2])[CH3:3], predict the reactants needed to synthesize it. The reactants are: [C:1]([O:5][C:6](=[O:23])[NH:7][CH:8]1[CH:15]2[CH:11]([CH2:12][N:13](CC3C=CC=CC=3)[CH2:14]2)[O:10][CH2:9]1)([CH3:4])([CH3:3])[CH3:2].C([O-])=O.[NH4+]. (3) Given the product [O:1]1[CH2:6][CH2:5][CH2:4][CH2:3][CH:2]1[O:7][C:8]1[CH:9]=[C:10]([C:14]23[CH2:19][CH2:18][C:17]([CH2:22][CH2:23][CH2:24][CH2:25][OH:26])([CH2:20][CH2:21]2)[CH2:16][O:15]3)[CH:11]=[CH:12][CH:13]=1, predict the reactants needed to synthesize it. The reactants are: [O:1]1[CH2:6][CH2:5][CH2:4][CH2:3][CH:2]1[O:7][C:8]1[CH:9]=[C:10]([C:14]23[CH2:21][CH2:20][C:17]([CH2:22][CH2:23][CH2:24][C:25](O)=[O:26])([CH2:18][CH2:19]2)[CH2:16][O:15]3)[CH:11]=[CH:12][CH:13]=1.B.C1COCC1. (4) Given the product [C:1]([C:5]1[CH:10]=[CH:9][C:8]([NH2:11])=[CH:7][C:6]=1[O:14][CH3:15])([CH3:4])([CH3:2])[CH3:3], predict the reactants needed to synthesize it. The reactants are: [C:1]([C:5]1[CH:10]=[CH:9][C:8]([N+:11]([O-])=O)=[CH:7][C:6]=1[O:14][CH3:15])([CH3:4])([CH3:3])[CH3:2].C([O-])=O.[K+]. (5) Given the product [O:15]1[CH:19]=[CH:18][C:17]([CH2:20][O:21][C:2]2[S:6][N:5]=[C:4]([S:7][CH2:8][C:9]3[CH:14]=[CH:13][CH:12]=[CH:11][CH:10]=3)[N:3]=2)=[CH:16]1, predict the reactants needed to synthesize it. The reactants are: Cl[C:2]1[S:6][N:5]=[C:4]([S:7][CH2:8][C:9]2[CH:14]=[CH:13][CH:12]=[CH:11][CH:10]=2)[N:3]=1.[O:15]1[CH:19]=[CH:18][C:17]([CH2:20][OH:21])=[CH:16]1.[H-].[Na+].[Cl-].[Na+]. (6) Given the product [CH3:1][O:2][C:3]([C:5]1[C:10]([NH2:11])=[N:9][C:8]([CH2:12][CH:13]([O:14][CH3:15])[O:20][CH3:19])=[CH:7][N:6]=1)=[O:4], predict the reactants needed to synthesize it. The reactants are: [CH3:1][O:2][C:3]([C:5]1[C:10]([NH2:11])=[N:9][C:8](/[CH:12]=[CH:13]\[O:14][CH2:15]C)=[CH:7][N:6]=1)=[O:4].CO.[C:19]([O-])(O)=[O:20].[Na+].